Dataset: Full USPTO retrosynthesis dataset with 1.9M reactions from patents (1976-2016). Task: Predict the reactants needed to synthesize the given product. (1) Given the product [Br:1][C:2]1[S:6][C:5]([C:7]([C@H:9]2[CH2:14][CH2:13][C@H:12]([C:15]([O:17][CH2:18][CH3:19])=[O:16])[CH2:11][CH2:10]2)([OH:24])[CH2:8][OH:33])=[N:4][CH:3]=1, predict the reactants needed to synthesize it. The reactants are: [Br:1][C:2]1[S:6][C:5]([C:7]([C@H:9]2[CH2:14][CH2:13][C@H:12]([C:15]([O:17][CH2:18][CH3:19])=[O:16])[CH2:11][CH2:10]2)=[CH2:8])=[N:4][CH:3]=1.C[N+]1([O-])CC[O:24]CC1.C1COCC1.[OH2:33]. (2) Given the product [CH3:1][O:2][C:3](=[O:28])[CH:4]([N:11]1[C:16](=[O:17])[CH:15]=[C:14]([O:19][C:20]2[N:25]=[C:24]([CH3:26])[CH:23]=[C:22]([CH3:27])[N:21]=2)[CH:13]=[N:12]1)[CH2:5][CH:6]1[CH2:10][CH2:9][CH2:8][CH2:7]1, predict the reactants needed to synthesize it. The reactants are: [CH3:1][O:2][C:3](=[O:28])[CH:4]([N:11]1[C:16](=[O:17])[C:15](Cl)=[C:14]([O:19][C:20]2[N:25]=[C:24]([CH3:26])[CH:23]=[C:22]([CH3:27])[N:21]=2)[CH:13]=[N:12]1)[CH2:5][CH:6]1[CH2:10][CH2:9][CH2:8][CH2:7]1.C([O-])=O.[NH4+]. (3) Given the product [CH:31]([OH:33])=[O:32].[NH2:17][C:10]1[CH2:11][O:12][CH2:13][C:14]([F:15])([F:16])[C@:8]([C:6]2[CH:7]=[C:2]([NH:1][C:31](=[O:32])[C:28]3[CH:27]=[CH:26][C:25]([C:24]#[C:23][CH2:22][O:21][CH3:20])=[CH:30][N:29]=3)[CH:3]=[CH:4][C:5]=2[F:19])([CH3:18])[N:9]=1, predict the reactants needed to synthesize it. The reactants are: [NH2:1][C:2]1[CH:3]=[CH:4][C:5]([F:19])=[C:6]([C@:8]2([CH3:18])[C:14]([F:16])([F:15])[CH2:13][O:12][CH2:11][C:10]([NH2:17])=[N:9]2)[CH:7]=1.[CH3:20][O:21][CH2:22][C:23]#[C:24][C:25]1[CH:26]=[CH:27][C:28]([C:31]([OH:33])=[O:32])=[N:29][CH:30]=1. (4) Given the product [CH2:12]([O:9][CH:1]1[CH2:8][CH2:7][CH2:6][CH2:5][CH2:4][CH:3]=[CH:2]1)[C:13]1[CH:18]=[CH:17][CH:16]=[CH:15][CH:14]=1, predict the reactants needed to synthesize it. The reactants are: [CH:1]1([OH:9])[CH2:8][CH2:7][CH2:6][CH2:5][CH2:4][CH:3]=[CH:2]1.[H-].[Na+].[CH2:12](Br)[C:13]1[CH:18]=[CH:17][CH:16]=[CH:15][CH:14]=1.C(OCC1C=CC=CC=1)C1C=CC=CC=1. (5) Given the product [O:11]1[CH2:12][CH2:13][CH:14]=[C:15]1[CH2:19][CH2:18][CH2:17][OH:16], predict the reactants needed to synthesize it. The reactants are: C([Li])(C)(C)C.CCCCC.[O:11]1[CH:15]=[CH:14][CH2:13][CH2:12]1.[O:16]1[CH2:19][CH2:18][CH2:17]1.B(F)(F)F.CCOCC. (6) Given the product [Cl:66][C:65]1[CH:64]=[CH:63][C:62]([C:33]2[C:28]([C@@H:18]([NH:17][C:15](=[O:16])[CH2:14][N:7]3[C:6]4[C:2]([F:1])([F:56])[C@@H:3]5[CH2:55][C@@H:4]5[C:5]=4[C:9]([C:10]([F:13])([F:11])[F:12])=[N:8]3)[CH2:19][C:20]3[CH:25]=[C:24]([F:26])[CH:23]=[C:22]([F:27])[CH:21]=3)=[N:29][C:30]([C:49]#[C:50][C:51]([OH:54])([CH3:52])[CH3:53])=[CH:31][CH:32]=2)=[CH:61][C:60]=1[C:57]([NH2:58])=[O:59], predict the reactants needed to synthesize it. The reactants are: [F:1][C:2]1([F:56])[C:6]2[N:7]([CH2:14][C:15]([NH:17][C@H:18]([C:28]3[C:33](C4C=CC=C5C=4N(C)N=C5NS(C)(=O)=O)=[CH:32][CH:31]=[C:30]([C:49]#[C:50][C:51]([OH:54])([CH3:53])[CH3:52])[N:29]=3)[CH2:19][C:20]3[CH:25]=[C:24]([F:26])[CH:23]=[C:22]([F:27])[CH:21]=3)=[O:16])[N:8]=[C:9]([C:10]([F:13])([F:12])[F:11])[C:5]=2[C@H:4]2[CH2:55][C@@H:3]12.[C:57]([C:60]1[CH:61]=[C:62](B(O)O)[CH:63]=[CH:64][C:65]=1[Cl:66])(=[O:59])[NH2:58].FC1(F)C2N(CC(O)=O)N=C(C(F)(F)F)C=2[C@H]2C[C@@H]12.